This data is from Forward reaction prediction with 1.9M reactions from USPTO patents (1976-2016). The task is: Predict the product of the given reaction. (1) Given the reactants ClC1C=C([C:9]2[N:13]3[C:14]4[N:22]=[C:21]([O:23][CH3:24])[CH:20]=[CH:19][C:15]=4[N:16]=[C:17]([CH3:18])[C:12]3=[C:11]([CH3:25])[N:10]=2)C=C(Cl)C=1.[Cl:26][C:27]1[CH:32]=[C:31]([O:33][CH3:34])[CH:30]=[CH:29][C:28]=1B(O)O, predict the reaction product. The product is: [Cl:26][C:27]1[CH:32]=[C:31]([O:33][CH3:34])[CH:30]=[CH:29][C:28]=1[C:9]1[N:13]2[C:14]3[N:22]=[C:21]([O:23][CH3:24])[CH:20]=[CH:19][C:15]=3[N:16]=[C:17]([CH3:18])[C:12]2=[C:11]([CH3:25])[N:10]=1. (2) Given the reactants C=O.[C:3](O)(=O)C.[Cl:7][C:8]1[CH:9]=[C:10]([CH3:22])[C:11]2[CH2:12][NH:13][CH2:14][CH:15]([CH:19]3[CH2:21][CH2:20]3)[O:16][C:17]=2[N:18]=1.C([BH3-])#N.[Na+], predict the reaction product. The product is: [Cl:7][C:8]1[CH:9]=[C:10]([CH3:22])[C:11]2[CH2:12][N:13]([CH3:3])[CH2:14][CH:15]([CH:19]3[CH2:21][CH2:20]3)[O:16][C:17]=2[N:18]=1. (3) The product is: [Cl:19][C:20]1[C:21]([C:49]2[CH:50]=[C:51]3[C:55](=[CH:56][CH:57]=2)[N:54]([CH2:58][CH2:59][OH:60])[CH:53]=[CH:52]3)=[CH:22][C:23]2[N:27]=[C:26]([O:28][C:29]3[CH:30]=[CH:31][C:32]([CH3:39])=[C:33]([CH:38]=3)[C:34]([OH:36])=[O:35])[NH:25][C:24]=2[CH:48]=1. Given the reactants CCCC[N+](CCCC)(CCCC)CCCC.[F-].[Cl:19][C:20]1[C:21]([C:49]2[CH:50]=[C:51]3[C:55](=[CH:56][CH:57]=2)[N:54]([CH2:58][CH2:59][OH:60])[CH:53]=[CH:52]3)=[CH:22][C:23]2[N:27]=[C:26]([O:28][C:29]3[CH:30]=[CH:31][C:32]([CH3:39])=[C:33]([CH:38]=3)[C:34]([O:36]C)=[O:35])[N:25](COCC[Si](C)(C)C)[C:24]=2[CH:48]=1, predict the reaction product. (4) Given the reactants [Cl:1][C:2]1[C:7]([NH:8][CH3:9])=[C:6](I)[CH:5]=[CH:4][N:3]=1.[F:11][C:12]1[CH:17]=[CH:16][C:15](B(O)O)=[C:14]([O:21][CH3:22])[CH:13]=1, predict the reaction product. The product is: [Cl:1][C:2]1[C:7]([NH:8][CH3:9])=[C:6]([C:15]2[CH:16]=[CH:17][C:12]([F:11])=[CH:13][C:14]=2[O:21][CH3:22])[CH:5]=[CH:4][N:3]=1. (5) Given the reactants ClC(OC(Cl)C)=O.[F:8][C:9]1[CH:32]=[C:31]([F:33])[CH:30]=[C:29]([F:34])[C:10]=1[C:11]([NH:13][C:14]1[CH:19]=[CH:18][CH:17]=[C:16]([C:20]([CH:22]2[CH2:27][CH2:26][N:25](C)[CH2:24][CH2:23]2)=[O:21])[N:15]=1)=[O:12], predict the reaction product. The product is: [F:34][C:29]1[CH:30]=[C:31]([F:33])[CH:32]=[C:9]([F:8])[C:10]=1[C:11]([NH:13][C:14]1[CH:19]=[CH:18][CH:17]=[C:16]([C:20]([CH:22]2[CH2:23][CH2:24][NH:25][CH2:26][CH2:27]2)=[O:21])[N:15]=1)=[O:12]. (6) Given the reactants Cl.O1CCOC[CH2:3]1.[Br:8][C:9]1[N:14]2[CH:15]=[N:16][CH:17]=[C:13]2[C:12]([O:18][CH2:19][C@@H:20]2[CH2:25][CH2:24][CH2:23][N:22]([C:26](OC(C)(C)C)=O)[CH2:21]2)=[N:11][C:10]=1[Cl:33].C(N(CC)C(C)C)(C)C.C(=O)C.C(O[BH-](OC(=O)C)OC(=O)C)(=O)C.[Na+], predict the reaction product. The product is: [Br:8][C:9]1[N:14]2[CH:15]=[N:16][CH:17]=[C:13]2[C:12]([O:18][CH2:19][C@@H:20]2[CH2:25][CH2:24][CH2:23][N:22]([CH2:26][CH3:3])[CH2:21]2)=[N:11][C:10]=1[Cl:33]. (7) Given the reactants [NH2:1][C:2]1[CH:7]=[C:6]([O:8][CH3:9])[CH:5]=[CH:4][N:3]=1.Cl[CH2:11][C:12](=O)[CH2:13][C:14]([O:16][CH2:17][CH3:18])=[O:15], predict the reaction product. The product is: [CH2:17]([O:16][C:14](=[O:15])[CH2:13][C:12]1[N:1]=[C:2]2[CH:7]=[C:6]([O:8][CH3:9])[CH:5]=[CH:4][N:3]2[CH:11]=1)[CH3:18]. (8) Given the reactants Br[C:2]1[CH:7]=[C:6]([CH3:8])[C:5]([CH3:9])=[CH:4][C:3]=1[O:10][C@H:11]([CH2:13][CH:14]=[CH2:15])[CH3:12].FC1C=CC([B:23]([OH:25])[OH:24])=C(O[C@H](CC=C)C)C=1, predict the reaction product. The product is: [CH3:9][C:5]1[C:6]([CH3:8])=[CH:7][C:2]([B:23]([OH:25])[OH:24])=[C:3]([O:10][C@H:11]([CH2:13][CH:14]=[CH2:15])[CH3:12])[CH:4]=1.